Dataset: Reaction yield outcomes from USPTO patents with 853,638 reactions. Task: Predict the reaction yield, written as a fraction of the theoretical maximum amount of product (1.0 means a 100% yield; for example, 0.34 means a 34% yield). (1) The reactants are [Si]([O:8][CH2:9][C@H:10]1[CH2:21][CH2:20][C:19]2[S:18][C:17]3[N:16]=[CH:15][N:14]=[C:13]([O:22][CH:23]4[CH2:28][CH2:27][CH:26]([N:29]([CH3:37])[C:30](=[O:36])[O:31][C:32]([CH3:35])([CH3:34])[CH3:33])[CH2:25][CH2:24]4)[C:12]=3[C:11]1=2)(C(C)(C)C)(C)C.CCCC[N+](CCCC)(CCCC)CCCC.[F-]. The catalyst is C1COCC1.O. The product is [OH:8][CH2:9][C@H:10]1[CH2:21][CH2:20][C:19]2[S:18][C:17]3[N:16]=[CH:15][N:14]=[C:13]([O:22][CH:23]4[CH2:24][CH2:25][CH:26]([N:29]([CH3:37])[C:30](=[O:36])[O:31][C:32]([CH3:33])([CH3:34])[CH3:35])[CH2:27][CH2:28]4)[C:12]=3[C:11]1=2. The yield is 0.910. (2) The reactants are [NH:1]1[C:9]2[C:4](=[CH:5][CH:6]=[CH:7][CH:8]=2)[C:3]([C:10]([OH:12])=[O:11])=[CH:2]1.FC(F)(F)C(OC(=O)C(F)(F)F)=O.[CH3:26][O:27][C:28]([CH:30]1[CH2:37][CH:36]2[N:38]([CH2:39][C:40]([O:42][CH3:43])=[O:41])[CH:32]([CH2:33][CH:34](O)[CH2:35]2)[CH2:31]1)=[O:29].ClCCl.CO.N.[Mn]([O-])(=O)(=O)=O.[K+].C(=O)(O)[O-].[Na+]. The catalyst is ClCCl.CN(C1C=CN=CC=1)C.O. The product is [CH3:26][O:27][C:28]([CH:30]1[CH2:37][CH:36]2[N:38]([CH2:39][C:40]([O:42][CH3:43])=[O:41])[CH:32]([CH2:33][CH:34]([O:11][C:10]([C:3]3[C:4]4[C:9](=[CH:8][CH:7]=[CH:6][CH:5]=4)[NH:1][CH:2]=3)=[O:12])[CH2:35]2)[CH2:31]1)=[O:29]. The yield is 0.890. (3) The reactants are [Cl:1][C:2]1[CH:3]=[C:4]2[C:9](=[CH:10][C:11]=1[O:12][CH:13]([CH3:15])[CH3:14])[N:8]=[C:7]([O:16][CH3:17])[C:6](/[C:18](=[N:20]/[S@@:21]([C:23]([CH3:26])([CH3:25])[CH3:24])=[O:22])/[CH3:19])=[CH:5]2.CCC(C)[BH-](C(C)CC)C(C)CC.[Li+]. The catalyst is C1COCC1. The product is [Cl:1][C:2]1[CH:3]=[C:4]2[C:9](=[CH:10][C:11]=1[O:12][CH:13]([CH3:14])[CH3:15])[N:8]=[C:7]([O:16][CH3:17])[C:6]([C@@H:18]([NH:20][S@@:21]([C:23]([CH3:26])([CH3:25])[CH3:24])=[O:22])[CH3:19])=[CH:5]2. The yield is 0.820.